From a dataset of Peptide-MHC class I binding affinity with 185,985 pairs from IEDB/IMGT. Regression. Given a peptide amino acid sequence and an MHC pseudo amino acid sequence, predict their binding affinity value. This is MHC class I binding data. (1) The peptide sequence is KSHNVSLIW. The MHC is HLA-B08:01 with pseudo-sequence HLA-B08:01. The binding affinity (normalized) is 0.0847. (2) The peptide sequence is IPRACQKSL. The MHC is HLA-B08:01 with pseudo-sequence HLA-B08:01. The binding affinity (normalized) is 0.118.